Dataset: Reaction yield outcomes from USPTO patents with 853,638 reactions. Task: Predict the reaction yield, written as a fraction of the theoretical maximum amount of product (1.0 means a 100% yield; for example, 0.34 means a 34% yield). The reactants are [OH-].[K+].[CH3:3][O:4][C:5](=[O:31])[CH:6]([NH:15][C:16]1[CH:21]=[CH:20][CH:19]=[CH:18][C:17]=1[C:22](=[O:30])[C:23]1[CH:28]=[CH:27][C:26]([F:29])=[CH:25][CH:24]=1)[CH2:7][C:8]1[CH:13]=[CH:12][C:11]([OH:14])=[CH:10][CH:9]=1.[Br:32][CH2:33][CH2:34]Br. The catalyst is C(O)C. The product is [CH3:3][O:4][C:5](=[O:31])[CH:6]([NH:15][C:16]1[CH:21]=[CH:20][CH:19]=[CH:18][C:17]=1[C:22](=[O:30])[C:23]1[CH:28]=[CH:27][C:26]([F:29])=[CH:25][CH:24]=1)[CH2:7][C:8]1[CH:9]=[CH:10][C:11]([O:14][CH2:34][CH2:33][Br:32])=[CH:12][CH:13]=1. The yield is 0.380.